From a dataset of Forward reaction prediction with 1.9M reactions from USPTO patents (1976-2016). Predict the product of the given reaction. (1) Given the reactants [Cl:1][C:2]1[CH:7]=[CH:6][CH:5]=[CH:4][C:3]=1[NH:8][C:9](=[O:33])[NH:10][C:11]1[CH:16]=[CH:15][C:14]([C:17]2[N:18]=[C:19]([C:22]([NH:24][CH:25]([CH:30]([CH3:32])[CH3:31])[C:26]([O:28]C)=[O:27])=[O:23])[S:20][CH:21]=2)=[CH:13][CH:12]=1, predict the reaction product. The product is: [Cl:1][C:2]1[CH:7]=[CH:6][CH:5]=[CH:4][C:3]=1[NH:8][C:9](=[O:33])[NH:10][C:11]1[CH:16]=[CH:15][C:14]([C:17]2[N:18]=[C:19]([C:22]([NH:24][CH:25]([CH:30]([CH3:31])[CH3:32])[C:26]([OH:28])=[O:27])=[O:23])[S:20][CH:21]=2)=[CH:13][CH:12]=1. (2) Given the reactants [N+:1](/[CH:4]=[CH:5]/[CH:6]1[CH2:11][CH2:10][CH2:9][CH2:8][CH2:7]1)([O-:3])=[O:2].[N:12]1[CH:17]=[CH:16][N:15]=[CH:14][C:13]=1[CH:18]=[O:19].CCOCC.[Na+].[Cl-], predict the reaction product. The product is: [CH:6]1([C@@H:5]([CH2:4][N+:1]([O-:3])=[O:2])[C:18]([C:13]2[CH:14]=[N:15][CH:16]=[CH:17][N:12]=2)=[O:19])[CH2:11][CH2:10][CH2:9][CH2:8][CH2:7]1. (3) Given the reactants C[O-].[Na+].Cl.[NH2:5][C:6]([NH2:8])=[NH:7].O1CCCC1.Cl.[Cl:15][C:16]([C:18]1[C:26]2[C:21](=[CH:22][CH:23]=[CH:24][CH:25]=2)[N:20]([C:27]2[C:36]3[C:31](=[C:32]([C:37]([F:40])([F:39])[F:38])[CH:33]=[CH:34][CH:35]=3)[N:30]=[CH:29][CH:28]=2)[CH:19]=1)=[O:17], predict the reaction product. The product is: [ClH:15].[NH:7]([C:16]([C:18]1[C:26]2[C:21](=[CH:22][CH:23]=[CH:24][CH:25]=2)[N:20]([C:27]2[C:36]3[C:31](=[C:32]([C:37]([F:39])([F:38])[F:40])[CH:33]=[CH:34][CH:35]=3)[N:30]=[CH:29][CH:28]=2)[CH:19]=1)=[O:17])[C:6]([NH2:8])=[NH:5].